From a dataset of Forward reaction prediction with 1.9M reactions from USPTO patents (1976-2016). Predict the product of the given reaction. (1) Given the reactants [F:1][C:2]1[C:36]([O:37][CH3:38])=[CH:35][C:34]([O:39][CH3:40])=[C:33]([F:41])[C:3]=1[CH2:4][O:5][C:6]1[CH:7]=[N:8][C:9]([NH:12][C:13]2[CH:18]=[CH:17][C:16]([N:19]3[CH2:24][CH2:23][NH:22][CH2:21][CH2:20]3)=[C:15]([O:25][CH2:26][CH2:27][N:28]3[CH:32]=[CH:31][CH:30]=[N:29]3)[CH:14]=2)=[N:10][CH:11]=1.C=O.[C:44](O[BH-](OC(=O)C)OC(=O)C)(=O)C.[Na+].C(=O)([O-])O.[Na+], predict the reaction product. The product is: [F:41][C:33]1[C:34]([O:39][CH3:40])=[CH:35][C:36]([O:37][CH3:38])=[C:2]([F:1])[C:3]=1[CH2:4][O:5][C:6]1[CH:7]=[N:8][C:9]([NH:12][C:13]2[CH:18]=[CH:17][C:16]([N:19]3[CH2:20][CH2:21][N:22]([CH3:44])[CH2:23][CH2:24]3)=[C:15]([O:25][CH2:26][CH2:27][N:28]3[CH:32]=[CH:31][CH:30]=[N:29]3)[CH:14]=2)=[N:10][CH:11]=1. (2) Given the reactants [Cl:1][C:2]1[CH:7]=[CH:6][C:5]([CH:8]2[CH2:12][C:11](=O)[C:10]([CH3:15])([CH3:14])[CH2:9]2)=[CH:4][CH:3]=1.C(OC([N:25]([CH3:27])C)N(C)C)(C)(C)C.O.[NH2:29]N, predict the reaction product. The product is: [Cl:1][C:2]1[CH:7]=[CH:6][C:5]([CH:8]2[C:12]3[CH:27]=[N:25][NH:29][C:11]=3[C:10]([CH3:15])([CH3:14])[CH2:9]2)=[CH:4][CH:3]=1. (3) Given the reactants C(O[C:4](=O)[N:5]([C:10]1[CH:15]=[CH:14][C:13]([C:16]([C:27]2[CH:32]=[CH:31][CH:30]=[CH:29][CH:28]=2)=[C:17]([CH2:20][C:21]2[CH:26]=[CH:25][CH:24]=[CH:23][CH:22]=2)[CH2:18][CH3:19])=[CH:12][CH:11]=1)CCCO)C.ICC.[H-].[Na+].[CH2:39]1[CH2:43][O:42][CH2:41][CH2:40]1, predict the reaction product. The product is: [CH2:20]([C:17]([CH2:18][CH3:19])=[C:16]([C:13]1[CH:14]=[CH:15][C:10]([NH:5][CH2:4][CH2:40][CH2:41][O:42][CH2:43][CH3:39])=[CH:11][CH:12]=1)[C:27]1[CH:32]=[CH:31][CH:30]=[CH:29][CH:28]=1)[C:21]1[CH:22]=[CH:23][CH:24]=[CH:25][CH:26]=1. (4) Given the reactants [NH:1]1[C:9]2[C:4](=[CH:5][C:6]([NH:10][C:11]3[C:20]4[C:15](=[CH:16][CH:17]=[CH:18][CH:19]=4)[N:14]=[C:13]([C:21]4[CH:22]=[C:23]([CH:29]=[CH:30][CH:31]=4)[O:24][CH2:25][C:26](O)=[O:27])[N:12]=3)=[CH:7][CH:8]=2)[CH:3]=[N:2]1.C1CN([P+](ON2N=[N:56][C:51]3C=[CH:53][CH:54]=[CH:55][C:50]2=3)(N2CCCC2)N2CCCC2)CC1.F[P-](F)(F)(F)(F)F.CCN(C(C)C)C(C)C.N1CCCCC1, predict the reaction product. The product is: [NH:1]1[C:9]2[C:4](=[CH:5][C:6]([NH:10][C:11]3[C:20]4[C:15](=[CH:16][CH:17]=[CH:18][CH:19]=4)[N:14]=[C:13]([C:21]4[CH:22]=[C:23]([CH:29]=[CH:30][CH:31]=4)[O:24][CH2:25][C:26]([N:56]4[CH2:53][CH2:54][CH2:55][CH2:50][CH2:51]4)=[O:27])[N:12]=3)=[CH:7][CH:8]=2)[CH:3]=[N:2]1. (5) Given the reactants C([Li])CCC.[CH3:6][N:7]1[C:11]([CH3:12])=[CH:10][CH:9]=[N:8]1.[CH3:13][C:14]1([CH3:21])[CH2:19][CH2:18][CH2:17][C:16](=[O:20])[CH2:15]1, predict the reaction product. The product is: [CH3:13][C:14]1([CH3:21])[CH2:19][CH2:18][CH2:17][C:16]([CH2:6][N:7]2[C:11]([CH3:12])=[CH:10][CH:9]=[N:8]2)([OH:20])[CH2:15]1.